This data is from Forward reaction prediction with 1.9M reactions from USPTO patents (1976-2016). The task is: Predict the product of the given reaction. (1) Given the reactants [C:1]([O:5][C:6](=[O:16])[NH:7][C:8]1[CH:13]=[CH:12][C:11]([F:14])=[CH:10][C:9]=1[NH2:15])([CH3:4])([CH3:3])[CH3:2].C([O:21][C:22](=O)[CH2:23][C:24](=[O:37])[C:25]1[CH:30]=[CH:29][CH:28]=[C:27]([C:31]2[CH:36]=[CH:35][N:34]=[CH:33][CH:32]=2)[CH:26]=1)(C)(C)C, predict the reaction product. The product is: [C:1]([O:5][C:6](=[O:16])[NH:7][C:8]1[CH:13]=[CH:12][C:11]([F:14])=[CH:10][C:9]=1[NH:15][C:22](=[O:21])[CH2:23][C:24](=[O:37])[C:25]1[CH:30]=[CH:29][CH:28]=[C:27]([C:31]2[CH:32]=[CH:33][N:34]=[CH:35][CH:36]=2)[CH:26]=1)([CH3:4])([CH3:2])[CH3:3]. (2) Given the reactants [NH2:1][C:2]1[N:10]=[CH:9][CH:8]=[CH:7][C:3]=1[C:4]([OH:6])=[O:5], predict the reaction product. The product is: [CH2:3]([C:2]1[O:5][C:4](=[O:6])[C:3]2[CH:7]=[CH:8][CH:9]=[N:10][C:2]=2[N:1]=1)[CH2:7][CH3:8]. (3) Given the reactants [F:1][CH:2]([F:19])[O:3][CH2:4][C@@H:5]([O:7][C:8]1[CH:9]=[C:10]([CH:15]=[C:16]([OH:18])[CH:17]=1)[C:11]([O:13][CH3:14])=[O:12])[CH3:6].Cl[C:21]1[N:22]=[CH:23][C:24]([C:27]([N:29]([CH3:31])[CH3:30])=[O:28])=[N:25][CH:26]=1.C(=O)([O-])[O-].[K+].[K+].C(OCC)(=O)C, predict the reaction product. The product is: [F:1][CH:2]([F:19])[O:3][CH2:4][C@@H:5]([O:7][C:8]1[CH:9]=[C:10]([CH:15]=[C:16]([O:18][C:21]2[CH:26]=[N:25][C:24]([C:27](=[O:28])[N:29]([CH3:30])[CH3:31])=[CH:23][N:22]=2)[CH:17]=1)[C:11]([O:13][CH3:14])=[O:12])[CH3:6]. (4) Given the reactants [F:1][C:2]1[CH:3]=[C:4]2[C:10]([C:11]3[N:12]=[C:13](I)[C:14]4[C:19]([CH3:21])([CH3:20])[C:18](=[O:22])[NH:17][C:15]=4[N:16]=3)=[N:9][N:8]([CH2:24][C:25]3[CH:30]=[CH:29][CH:28]=[CH:27][C:26]=3[F:31])[C:5]2=[N:6][CH:7]=1.[F:32][C:33]([F:39])([F:38])[CH2:34][CH2:35][CH2:36][NH2:37], predict the reaction product. The product is: [F:1][C:2]1[CH:3]=[C:4]2[C:10]([C:11]3[N:12]=[C:13]([NH:37][CH2:36][CH2:35][CH2:34][C:33]([F:39])([F:38])[F:32])[C:14]4[C:19]([CH3:21])([CH3:20])[C:18](=[O:22])[NH:17][C:15]=4[N:16]=3)=[N:9][N:8]([CH2:24][C:25]3[CH:30]=[CH:29][CH:28]=[CH:27][C:26]=3[F:31])[C:5]2=[N:6][CH:7]=1. (5) Given the reactants [Cl:1][CH:2]([O:4][C:5](=[O:22])[O:6][CH2:7][C:8]1[CH:13]=[CH:12][C:11]([O:14][CH2:15][C:16]2[CH:21]=[CH:20][CH:19]=[CH:18][CH:17]=2)=[CH:10][CH:9]=1)[CH3:3].[F:23]C1C=CC(COC2C=CC(CO)=CC=2)=CC=1.ClC(OC(Cl)C)=O, predict the reaction product. The product is: [F:23][C:19]1[CH:18]=[CH:17][C:16]([CH2:15][O:14][C:11]2[CH:12]=[CH:13][C:8]([CH2:7][O:6][C:5](=[O:22])[O:4][CH:2]([Cl:1])[CH3:3])=[CH:9][CH:10]=2)=[CH:21][CH:20]=1. (6) Given the reactants [NH2:1][C:2]1[CH:17]=[CH:16][CH:15]=[C:14]([Cl:18])[C:3]=1[C:4]([NH:6][C:7]1[CH:12]=[CH:11][C:10]([F:13])=[CH:9][CH:8]=1)=[O:5].[C:19]([O:23][C:24]([NH:26][C@@H:27]([CH2:31][CH3:32])[C:28](O)=[O:29])=[O:25])([CH3:22])([CH3:21])[CH3:20].CN(C(ON1N=NC2C=CC=NC1=2)=[N+](C)C)C.F[P-](F)(F)(F)(F)F.CCN(C(C)C)C(C)C, predict the reaction product. The product is: [Cl:18][C:14]1[C:3]([C:4](=[O:5])[NH:6][C:7]2[CH:8]=[CH:9][C:10]([F:13])=[CH:11][CH:12]=2)=[C:2]([NH:1][C:28](=[O:29])[C@@H:27]([NH:26][C:24](=[O:25])[O:23][C:19]([CH3:21])([CH3:20])[CH3:22])[CH2:31][CH3:32])[CH:17]=[CH:16][CH:15]=1. (7) Given the reactants Br[CH2:2][C:3]1[O:7][N:6]=[C:5]([C:8]([O:10]CC)=[O:9])[CH:4]=1.[OH-].[Na+].Cl.[CH2:16]([OH:18])[CH3:17], predict the reaction product. The product is: [CH2:16]([O:18][CH2:2][C:3]1[O:7][N:6]=[C:5]([C:8]([OH:10])=[O:9])[CH:4]=1)[CH3:17]. (8) Given the reactants [F:1][C:2]([F:8])([F:7])[CH2:3][C:4](Cl)=[O:5].[Cl:9][C:10]1[C:11]([NH:18][CH2:19][CH:20]2[CH2:22][CH:21]2[C:23]2[C:28]([O:29][CH3:30])=[CH:27][CH:26]=[CH:25][C:24]=2[F:31])=[CH:12][N:13]=[N:14][C:15]=1[NH:16][NH2:17].C(=O)(O)[O-].[Na+], predict the reaction product. The product is: [Cl:9][C:10]1[C:11]([NH:18][CH2:19][CH:20]2[CH2:22][CH:21]2[C:23]2[C:28]([O:29][CH3:30])=[CH:27][CH:26]=[CH:25][C:24]=2[F:31])=[CH:12][N:13]=[N:14][C:15]=1[NH:16][NH:17][C:4](=[O:5])[CH2:3][C:2]([F:8])([F:7])[F:1].